Task: Predict the product of the given reaction.. Dataset: Forward reaction prediction with 1.9M reactions from USPTO patents (1976-2016) (1) Given the reactants [CH3:1][C:2]1[C:7]([N+:8]([O-:10])=[O:9])=[CH:6][N:5]=[C:4]([CH2:11][OH:12])[CH:3]=1.C(N(CC)CC)C.[CH3:20][S:21](Cl)(=[O:23])=[O:22], predict the reaction product. The product is: [CH3:20][S:21]([O:12][CH2:11][C:4]1[CH:3]=[C:2]([CH3:1])[C:7]([N+:8]([O-:10])=[O:9])=[CH:6][N:5]=1)(=[O:23])=[O:22]. (2) Given the reactants [CH3:1][N:2]([CH3:32])[C:3]([C:5]1[N:26]([CH:27]2[CH2:31][CH2:30][CH2:29][CH2:28]2)[C:8]2[N:9]=[C:10]([NH:13][C:14]3[CH:19]=[CH:18][C:17]([N:20]4[CH2:25][CH2:24][NH:23][CH2:22][CH2:21]4)=[CH:16][N:15]=3)[N:11]=[CH:12][C:7]=2[CH:6]=1)=[O:4].[CH:33]1([C:39](Cl)=[O:40])[CH2:38][CH2:37][CH2:36][CH2:35][CH2:34]1, predict the reaction product. The product is: [CH3:1][N:2]([CH3:32])[C:3]([C:5]1[N:26]([CH:27]2[CH2:31][CH2:30][CH2:29][CH2:28]2)[C:8]2[N:9]=[C:10]([NH:13][C:14]3[CH:19]=[CH:18][C:17]([N:20]4[CH2:21][CH2:22][N:23]([C:39]([CH:33]5[CH2:38][CH2:37][CH2:36][CH2:35][CH2:34]5)=[O:40])[CH2:24][CH2:25]4)=[CH:16][N:15]=3)[N:11]=[CH:12][C:7]=2[CH:6]=1)=[O:4]. (3) Given the reactants [Br:1][C:2]1[CH:3]=[C:4]([CH3:11])[C:5]([C:8]([OH:10])=[O:9])=[N:6][CH:7]=1.[CH3:12][C:13](OC(OC(O[C:13]([CH3:15])([CH3:14])[CH3:12])=O)=O)([CH3:15])[CH3:14], predict the reaction product. The product is: [C:13]([O:9][C:8]([C:5]1[C:4]([CH3:11])=[CH:3][C:2]([Br:1])=[CH:7][N:6]=1)=[O:10])([CH3:15])([CH3:14])[CH3:12].